From a dataset of Full USPTO retrosynthesis dataset with 1.9M reactions from patents (1976-2016). Predict the reactants needed to synthesize the given product. (1) Given the product [CH:1]1([C:7]2[C:8]3[S:29][C:28]([C:30]([O:32][CH3:33])=[O:31])=[CH:27][C:9]=3[N:10]3[C:16]=2[C:15]2[CH:17]=[CH:18][CH:19]=[CH:20][C:14]=2[N:13]([CH2:21][CH2:22][N:23]([CH3:25])[CH3:24])[CH2:12][CH2:11]3)[CH2:6][CH2:5][CH2:4][CH2:3][CH2:2]1, predict the reactants needed to synthesize it. The reactants are: [CH:1]1([C:7]2[C:8]3[S:29][C:28]([C:30]([O:32][CH3:33])=[O:31])=[CH:27][C:9]=3[N:10]3[C:16]=2[C:15]2[CH:17]=[CH:18][CH:19]=[CH:20][C:14]=2[N:13]([CH2:21][CH2:22][N:23]([CH3:25])[CH3:24])[C:12](=O)[CH2:11]3)[CH2:6][CH2:5][CH2:4][CH2:3][CH2:2]1.B.CSC.Cl. (2) Given the product [CH3:1][C:2]1[CH2:21][S:20][C@@H:5]2[C@H:6]([NH:9][C:10]([CH:12]([NH2:19])[C:13]3[CH2:18][CH:17]=[CH:16][CH2:15][CH:14]=3)=[O:11])[C:7](=[O:8])[N:4]2[C:3]=1[C:22]([OH:24])=[O:23].[OH2:26].[OH2:8], predict the reactants needed to synthesize it. The reactants are: [CH3:1][C:2]1[CH2:21][S:20][C@@H:5]2[C@H:6]([NH:9][C:10]([C@H:12]([NH2:19])[C:13]3[CH2:18][CH:17]=[CH:16][CH2:15][CH:14]=3)=[O:11])[C:7](=[O:8])[N:4]2[C:3]=1[C:22]([OH:24])=[O:23].S(=O)(=O)(O)[OH:26]. (3) Given the product [C:32]([O:35][C:36](=[O:37])[N:21]([C@H:10]1[C@H:11]([C:13]2[CH:18]=[CH:17][C:16]([Cl:19])=[C:15]([Cl:20])[CH:14]=2)[CH2:12][N:8]([CH2:1][C:2]2[CH:3]=[CH:4][CH:5]=[CH:6][CH:7]=2)[CH2:9]1)[CH2:22][CH3:23])([CH3:34])([CH3:33])[CH3:31], predict the reactants needed to synthesize it. The reactants are: [CH2:1]([N:8]1[CH2:12][C@@H:11]([C:13]2[CH:18]=[CH:17][C:16]([Cl:19])=[C:15]([Cl:20])[CH:14]=2)[C@H:10]([NH:21][CH2:22][CH3:23])[CH2:9]1)[C:2]1[CH:7]=[CH:6][CH:5]=[CH:4][CH:3]=1.CCN(CC)CC.[CH3:31][C:32]([O:35][C:36](O[C:36]([O:35][C:32]([CH3:34])([CH3:33])[CH3:31])=[O:37])=[O:37])([CH3:34])[CH3:33]. (4) Given the product [CH3:46][C:38]([C:2]1[N:3]=[C:4]2[N:5]([CH2:7][CH2:8][C:9]3[CH:14]=[CH:13][CH:12]=[CH:11][C:10]=3[CH:15]2[O:16][CH:31]2[CH2:30][CH2:29][N:27]([CH3:28])[CH2:35][CH2:36]2)[CH:6]=1)([C:40]1[CH:41]=[CH:42][CH:43]=[CH:44][CH:45]=1)[CH3:39], predict the reactants needed to synthesize it. The reactants are: I[C:2]1[N:3]=[C:4]([CH:15]=[O:16])[N:5]([CH2:7][CH2:8][C:9]2[CH:14]=[CH:13][CH:12]=[CH:11][CH:10]=2)[CH:6]=1.C(C1N=C[N:27]([CH2:29][CH2:30][C:31]2[CH:36]=[CH:35]C=CC=2)[CH:28]=1)C1C=CC=CC=1.C[C:38]([C:46]1N=CNC=1)([C:40]1[CH:45]=[CH:44][CH:43]=[CH:42][CH:41]=1)[CH3:39]. (5) Given the product [N:23]1[CH:22]=[CH:21][N:18]2[CH:19]=[CH:20][C:15]([N:10]3[CH2:11][CH2:12][N:8]([C:3]4[CH:4]=[N:5][CH:6]=[CH:7][C:2]=4[CH3:1])[C:9]3=[O:13])=[CH:16][C:17]=12, predict the reactants needed to synthesize it. The reactants are: [CH3:1][C:2]1[CH:7]=[CH:6][N:5]=[CH:4][C:3]=1[N:8]1[CH2:12][CH2:11][NH:10][C:9]1=[O:13].Br[C:15]1[CH:20]=[CH:19][N:18]2[CH:21]=[CH:22][N:23]=[C:17]2[CH:16]=1.N[C@@H]1CCCC[C@H]1N.P([O-])([O-])([O-])=O.[K+].[K+].[K+].